From a dataset of Retrosynthesis with 50K atom-mapped reactions and 10 reaction types from USPTO. Predict the reactants needed to synthesize the given product. (1) Given the product CC(=O)OC[C@H]1CN(c2cccc(F)c2)C(=O)O1, predict the reactants needed to synthesize it. The reactants are: CC(=O)OC[C@H]1CN(c2ccc(I)c(F)c2)C(=O)O1. (2) Given the product COCCN(CC=CC(=O)Nc1cc2c(Nc3ccc(F)c(Cl)c3)c(C#N)cnc2cc1OC)CCOC, predict the reactants needed to synthesize it. The reactants are: COCCNCCOC.COc1cc2ncc(C#N)c(Nc3ccc(F)c(Cl)c3)c2cc1NC(=O)C=CCBr. (3) Given the product CC1(c2ccco2)OCCO1, predict the reactants needed to synthesize it. The reactants are: CC(=O)c1ccco1.OCCO. (4) Given the product COc1cc(C(N)=O)c(N)cc1OCCCN1CCCC1, predict the reactants needed to synthesize it. The reactants are: COc1cc(C(N)=O)c([N+](=O)[O-])cc1OCCCN1CCCC1. (5) Given the product CON(C)C(=O)C1CCC(NC(=O)OC(C)(C)C)CC1, predict the reactants needed to synthesize it. The reactants are: CC(C)(C)OC(=O)NC1CCC(C(=O)O)CC1.CNOC. (6) Given the product CS(=O)(=O)O, predict the reactants needed to synthesize it. The reactants are: CC(C)(O)C(=O)O.NCCn1ccc2ncnc(Nc3ccc(Oc4cccc5sncc45)c(Cl)c3)c21.